From a dataset of NCI-60 drug combinations with 297,098 pairs across 59 cell lines. Regression. Given two drug SMILES strings and cell line genomic features, predict the synergy score measuring deviation from expected non-interaction effect. (1) Drug 1: CN1C(=O)N2C=NC(=C2N=N1)C(=O)N. Drug 2: CC1CCCC2(C(O2)CC(NC(=O)CC(C(C(=O)C(C1O)C)(C)C)O)C(=CC3=CSC(=N3)C)C)C. Cell line: HCT116. Synergy scores: CSS=41.2, Synergy_ZIP=-5.13, Synergy_Bliss=-10.2, Synergy_Loewe=-31.4, Synergy_HSA=-8.63. (2) Drug 1: CN(C)N=NC1=C(NC=N1)C(=O)N. Drug 2: C1=CN(C(=O)N=C1N)C2C(C(C(O2)CO)O)O.Cl. Cell line: HCC-2998. Synergy scores: CSS=20.4, Synergy_ZIP=-6.67, Synergy_Bliss=-1.37, Synergy_Loewe=-17.8, Synergy_HSA=-1.40. (3) Drug 1: CCCCC(=O)OCC(=O)C1(CC(C2=C(C1)C(=C3C(=C2O)C(=O)C4=C(C3=O)C=CC=C4OC)O)OC5CC(C(C(O5)C)O)NC(=O)C(F)(F)F)O. Drug 2: C1C(C(OC1N2C=NC(=NC2=O)N)CO)O. Cell line: UO-31. Synergy scores: CSS=13.7, Synergy_ZIP=-6.89, Synergy_Bliss=-8.67, Synergy_Loewe=-9.31, Synergy_HSA=-8.46. (4) Drug 2: CN1C=C(C=N1)C2=C3N=C(C(=C(N3N=C2)N)Br)C4CCCNC4. Drug 1: B(C(CC(C)C)NC(=O)C(CC1=CC=CC=C1)NC(=O)C2=NC=CN=C2)(O)O. Synergy scores: CSS=44.0, Synergy_ZIP=-3.49, Synergy_Bliss=-2.16, Synergy_Loewe=-5.36, Synergy_HSA=-0.766. Cell line: UACC62. (5) Drug 1: COC1=C(C=C2C(=C1)N=CN=C2NC3=CC(=C(C=C3)F)Cl)OCCCN4CCOCC4. Drug 2: C(CN)CNCCSP(=O)(O)O. Cell line: HL-60(TB). Synergy scores: CSS=11.1, Synergy_ZIP=-4.60, Synergy_Bliss=-3.15, Synergy_Loewe=-12.1, Synergy_HSA=-2.25. (6) Drug 1: C1=NC2=C(N1)C(=S)N=CN2. Drug 2: C(CC(=O)O)C(=O)CN.Cl. Cell line: MOLT-4. Synergy scores: CSS=57.4, Synergy_ZIP=-5.44, Synergy_Bliss=-5.48, Synergy_Loewe=-22.7, Synergy_HSA=-4.77. (7) Drug 1: CCCCC(=O)OCC(=O)C1(CC(C2=C(C1)C(=C3C(=C2O)C(=O)C4=C(C3=O)C=CC=C4OC)O)OC5CC(C(C(O5)C)O)NC(=O)C(F)(F)F)O. Drug 2: CC(C)(C#N)C1=CC(=CC(=C1)CN2C=NC=N2)C(C)(C)C#N. Synergy scores: CSS=4.23, Synergy_ZIP=6.24, Synergy_Bliss=10.1, Synergy_Loewe=8.65, Synergy_HSA=8.84. Cell line: PC-3. (8) Drug 1: CS(=O)(=O)C1=CC(=C(C=C1)C(=O)NC2=CC(=C(C=C2)Cl)C3=CC=CC=N3)Cl. Drug 2: C1CCC(C(C1)N)N.C(=O)(C(=O)[O-])[O-].[Pt+4]. Cell line: HCT-15. Synergy scores: CSS=10.5, Synergy_ZIP=-3.20, Synergy_Bliss=3.30, Synergy_Loewe=-1.11, Synergy_HSA=3.13.